From a dataset of NCI-60 drug combinations with 297,098 pairs across 59 cell lines. Regression. Given two drug SMILES strings and cell line genomic features, predict the synergy score measuring deviation from expected non-interaction effect. (1) Drug 1: CS(=O)(=O)C1=CC(=C(C=C1)C(=O)NC2=CC(=C(C=C2)Cl)C3=CC=CC=N3)Cl. Drug 2: CC12CCC(CC1=CCC3C2CCC4(C3CC=C4C5=CN=CC=C5)C)O. Cell line: HS 578T. Synergy scores: CSS=3.11, Synergy_ZIP=3.69, Synergy_Bliss=10.9, Synergy_Loewe=0.0859, Synergy_HSA=3.55. (2) Drug 1: COC1=C(C=C2C(=C1)N=CN=C2NC3=CC(=C(C=C3)F)Cl)OCCCN4CCOCC4. Drug 2: CCC1(CC2CC(C3=C(CCN(C2)C1)C4=CC=CC=C4N3)(C5=C(C=C6C(=C5)C78CCN9C7C(C=CC9)(C(C(C8N6C)(C(=O)OC)O)OC(=O)C)CC)OC)C(=O)OC)O.OS(=O)(=O)O. Cell line: RXF 393. Synergy scores: CSS=54.0, Synergy_ZIP=-0.0237, Synergy_Bliss=5.89, Synergy_Loewe=7.06, Synergy_HSA=10.2. (3) Drug 1: C1=CC=C(C(=C1)C(C2=CC=C(C=C2)Cl)C(Cl)Cl)Cl. Drug 2: C(CC(=O)O)C(=O)CN.Cl. Cell line: KM12. Synergy scores: CSS=6.51, Synergy_ZIP=-4.89, Synergy_Bliss=-5.55, Synergy_Loewe=-3.05, Synergy_HSA=-2.49. (4) Drug 1: C1=CC(=C2C(=C1NCCNCCO)C(=O)C3=C(C=CC(=C3C2=O)O)O)NCCNCCO. Drug 2: CC1=C(N=C(N=C1N)C(CC(=O)N)NCC(C(=O)N)N)C(=O)NC(C(C2=CN=CN2)OC3C(C(C(C(O3)CO)O)O)OC4C(C(C(C(O4)CO)O)OC(=O)N)O)C(=O)NC(C)C(C(C)C(=O)NC(C(C)O)C(=O)NCCC5=NC(=CS5)C6=NC(=CS6)C(=O)NCCC[S+](C)C)O. Cell line: MCF7. Synergy scores: CSS=34.2, Synergy_ZIP=4.92, Synergy_Bliss=4.83, Synergy_Loewe=-3.85, Synergy_HSA=3.18. (5) Cell line: HCC-2998. Drug 1: CC1=C(C=C(C=C1)NC2=NC=CC(=N2)N(C)C3=CC4=NN(C(=C4C=C3)C)C)S(=O)(=O)N.Cl. Synergy scores: CSS=-18.2, Synergy_ZIP=7.30, Synergy_Bliss=-6.80, Synergy_Loewe=-20.2, Synergy_HSA=-19.7. Drug 2: COC1=NC(=NC2=C1N=CN2C3C(C(C(O3)CO)O)O)N. (6) Cell line: MOLT-4. Synergy scores: CSS=27.4, Synergy_ZIP=-9.39, Synergy_Bliss=-19.9, Synergy_Loewe=-16.4, Synergy_HSA=-16.5. Drug 1: C1=CC(=CC=C1CCCC(=O)O)N(CCCl)CCCl. Drug 2: B(C(CC(C)C)NC(=O)C(CC1=CC=CC=C1)NC(=O)C2=NC=CN=C2)(O)O. (7) Drug 1: C1=CC(=C2C(=C1NCCNCCO)C(=O)C3=C(C=CC(=C3C2=O)O)O)NCCNCCO. Synergy scores: CSS=53.8, Synergy_ZIP=-3.93, Synergy_Bliss=-2.01, Synergy_Loewe=2.11, Synergy_HSA=2.85. Drug 2: CCC1(CC2CC(C3=C(CCN(C2)C1)C4=CC=CC=C4N3)(C5=C(C=C6C(=C5)C78CCN9C7C(C=CC9)(C(C(C8N6C)(C(=O)OC)O)OC(=O)C)CC)OC)C(=O)OC)O.OS(=O)(=O)O. Cell line: SF-268. (8) Drug 1: CC1CCC2CC(C(=CC=CC=CC(CC(C(=O)C(C(C(=CC(C(=O)CC(OC(=O)C3CCCCN3C(=O)C(=O)C1(O2)O)C(C)CC4CCC(C(C4)OC)OCCO)C)C)O)OC)C)C)C)OC. Drug 2: B(C(CC(C)C)NC(=O)C(CC1=CC=CC=C1)NC(=O)C2=NC=CN=C2)(O)O. Cell line: MDA-MB-435. Synergy scores: CSS=59.3, Synergy_ZIP=0.649, Synergy_Bliss=2.27, Synergy_Loewe=-2.78, Synergy_HSA=-0.855. (9) Drug 1: C1=NC2=C(N=C(N=C2N1C3C(C(C(O3)CO)O)O)F)N. Drug 2: CC12CCC3C(C1CCC2OP(=O)(O)O)CCC4=C3C=CC(=C4)OC(=O)N(CCCl)CCCl.[Na+]. Cell line: UACC62. Synergy scores: CSS=30.6, Synergy_ZIP=-0.123, Synergy_Bliss=-1.37, Synergy_Loewe=-0.958, Synergy_HSA=-3.68. (10) Drug 1: CN1CCC(CC1)COC2=C(C=C3C(=C2)N=CN=C3NC4=C(C=C(C=C4)Br)F)OC. Cell line: UACC62. Drug 2: CC1C(C(CC(O1)OC2CC(CC3=C2C(=C4C(=C3O)C(=O)C5=CC=CC=C5C4=O)O)(C(=O)C)O)N)O. Synergy scores: CSS=62.1, Synergy_ZIP=-2.20, Synergy_Bliss=-0.0751, Synergy_Loewe=-18.0, Synergy_HSA=1.67.